Dataset: Reaction yield outcomes from USPTO patents with 853,638 reactions. Task: Predict the reaction yield, written as a fraction of the theoretical maximum amount of product (1.0 means a 100% yield; for example, 0.34 means a 34% yield). (1) The reactants are [CH2:1]([O:8][C:9]1[CH:14]=[CH:13][C:12]([C:15]2[N:16]([CH2:28][CH2:29][OH:30])[CH:17]=[C:18]([C:20]3[N:21]([CH:25]([CH3:27])[CH3:26])[N:22]=[CH:23][N:24]=3)[N:19]=2)=[C:11](F)[CH:10]=1)[C:2]1[CH:7]=[CH:6][CH:5]=[CH:4][CH:3]=1.[H-].[Na+]. The catalyst is CN(C=O)C. The product is [CH2:1]([O:8][C:9]1[CH:14]=[CH:13][C:12]2[C:15]3[N:16]([CH2:28][CH2:29][O:30][C:11]=2[CH:10]=1)[CH:17]=[C:18]([C:20]1[N:21]([CH:25]([CH3:27])[CH3:26])[N:22]=[CH:23][N:24]=1)[N:19]=3)[C:2]1[CH:7]=[CH:6][CH:5]=[CH:4][CH:3]=1. The yield is 0.580. (2) The reactants are [Cl:1][C:2]1[N:7]=[C:6]([C:8]2[CH:13]=[CH:12][C:11]([OH:14])=[CH:10][CH:9]=2)[CH:5]=[CH:4][N:3]=1.Cl.Cl[CH2:17][CH2:18][N:19]1[CH2:24][CH2:23][O:22][CH2:21][CH2:20]1.[I-].[K+].C(=O)([O-])[O-].[K+].[K+]. The catalyst is CC(C)=O. The product is [Cl:1][C:2]1[N:7]=[C:6]([C:8]2[CH:13]=[CH:12][C:11]([O:14][CH2:17][CH2:18][N:19]3[CH2:24][CH2:23][O:22][CH2:21][CH2:20]3)=[CH:10][CH:9]=2)[CH:5]=[CH:4][N:3]=1. The yield is 0.960. (3) The reactants are [CH2:1]([O:8][C:9]1[CH:10]=[N:11][CH:12]=[C:13](Br)[CH:14]=1)[C:2]1[CH:7]=[CH:6][CH:5]=[CH:4][CH:3]=1.C([Mg]Cl)(C)C.CN(C)[CH:23]=[O:24]. The catalyst is O1CCCC1. The product is [CH2:1]([O:8][C:9]1[CH:10]=[N:11][CH:12]=[C:13]([CH:23]=[O:24])[CH:14]=1)[C:2]1[CH:7]=[CH:6][CH:5]=[CH:4][CH:3]=1. The yield is 0.530. (4) The reactants are [N:1]1[CH:6]=[CH:5][CH:4]=[CH:3][C:2]=1[CH2:7][O:8][C:9]1[CH:14]=[CH:13][NH:12][C:11](=[O:15])[CH:10]=1.Br[C:17]1[CH:25]=[C:24]2[C:20]([C:21]3[CH2:30][CH2:29][N:28]([C:31]([O:33][C:34]([CH3:37])([CH3:36])[CH3:35])=[O:32])[CH2:27][C:22]=3[N:23]2[CH3:26])=[CH:19][CH:18]=1. No catalyst specified. The product is [CH3:26][N:23]1[C:24]2[C:20](=[CH:19][CH:18]=[C:17]([N:12]3[CH:13]=[CH:14][C:9]([O:8][CH2:7][C:2]4[CH:3]=[CH:4][CH:5]=[CH:6][N:1]=4)=[CH:10][C:11]3=[O:15])[CH:25]=2)[C:21]2[CH2:30][CH2:29][N:28]([C:31]([O:33][C:34]([CH3:37])([CH3:36])[CH3:35])=[O:32])[CH2:27][C:22]1=2. The yield is 0.510. (5) The product is [C:12]([O:16][C:17](=[O:41])[N:18]([CH2:24][C:25]1[CH:30]=[CH:29][C:28]([O:31][C:32]2[CH:37]=[CH:36][C:35]([C:38]#[N:39])=[C:34]([O:5][N:4]=[C:2]([CH3:3])[CH3:1])[CH:33]=2)=[CH:27][CH:26]=1)[CH2:19][CH2:20][CH:21]([CH3:23])[CH3:22])([CH3:14])([CH3:15])[CH3:13]. The yield is 0.270. The reactants are [CH3:1][C:2](=[N:4][OH:5])[CH3:3].CC(C)([O-])C.[Na+].[C:12]([O:16][C:17](=[O:41])[N:18]([CH2:24][C:25]1[CH:30]=[CH:29][C:28]([O:31][C:32]2[CH:37]=[CH:36][C:35]([C:38]#[N:39])=[C:34](F)[CH:33]=2)=[CH:27][CH:26]=1)[CH2:19][CH2:20][CH:21]([CH3:23])[CH3:22])([CH3:15])([CH3:14])[CH3:13].CCOCC. The catalyst is CN(C=O)C.